Dataset: Full USPTO retrosynthesis dataset with 1.9M reactions from patents (1976-2016). Task: Predict the reactants needed to synthesize the given product. (1) The reactants are: [CH2:1]([NH:5][CH2:6][CH2:7][CH2:8][CH3:9])[CH2:2][CH2:3][CH3:4].C[Al](C)C.C(O[C:17]([C:19]1[C:23]([Cl:24])=[C:22]([CH3:25])[NH:21][N:20]=1)=[O:18])C.[C@H](O)(C([O-])=O)[C@@H](O)C([O-])=O.[Na+].[K+]. Given the product [CH2:1]([N:5]([CH2:6][CH2:7][CH2:8][CH3:9])[C:17]([C:19]1[C:23]([Cl:24])=[C:22]([CH3:25])[NH:21][N:20]=1)=[O:18])[CH2:2][CH2:3][CH3:4], predict the reactants needed to synthesize it. (2) Given the product [Cl:1][C:2]1[CH:3]=[C:4]([C:9]2([C:22]([F:23])([F:25])[F:24])[O:13][N:12]=[C:11]([C:14]3[CH:15]=[CH:16][C:17]([CH3:21])=[C:18]([NH:19][C:28](=[O:29])[C:27]([F:32])([F:31])[F:26])[CH:20]=3)[CH2:10]2)[CH:5]=[C:6]([Cl:8])[CH:7]=1, predict the reactants needed to synthesize it. The reactants are: [Cl:1][C:2]1[CH:3]=[C:4]([C:9]2([C:22]([F:25])([F:24])[F:23])[O:13][N:12]=[C:11]([C:14]3[CH:15]=[CH:16][C:17]([CH3:21])=[C:18]([CH:20]=3)[NH2:19])[CH2:10]2)[CH:5]=[C:6]([Cl:8])[CH:7]=1.[F:26][C:27]([F:32])([F:31])[C:28](O)=[O:29].Cl.C(N(CC)CCCN=C=NCC)C.C(=O)([O-])O.[Na+]. (3) Given the product [Cl:62][C:63]1[CH:64]=[C:65]([NH:66][C:12]([C:11]2[C:5]3[N:4]=[C:3]([N:2]([CH3:28])[CH3:1])[NH:7][C:6]=3[CH:8]=[C:9]([NH:15][C:16]([C:18]3[CH:23]=[CH:22][CH:21]=[CH:20][C:19]=3[C:24]([F:25])([F:26])[F:27])=[O:17])[CH:10]=2)=[O:14])[CH:67]=[CH:68][C:69]=1[CH3:70], predict the reactants needed to synthesize it. The reactants are: [CH3:1][N:2]([CH3:28])[C:3]1[NH:7][C:6]2[CH:8]=[C:9]([NH:15][C:16]([C:18]3[CH:23]=[CH:22][CH:21]=[CH:20][C:19]=3[C:24]([F:27])([F:26])[F:25])=[O:17])[CH:10]=[C:11]([C:12]([OH:14])=O)[C:5]=2[N:4]=1.CN(C(ON1N=NC2C=CC=NC1=2)=[N+](C)C)C.F[P-](F)(F)(F)(F)F.C(N(CC)C(C)C)(C)C.[Cl:62][C:63]1[CH:64]=[C:65]([CH:67]=[CH:68][C:69]=1[CH3:70])[NH2:66]. (4) Given the product [CH3:16][Si:17]([CH3:19])([CH3:18])[C:20]#[C:21][C:9]1[CH:10]=[C:11]([OH:15])[CH:12]=[CH:13][CH:14]=1, predict the reactants needed to synthesize it. The reactants are: CCN(CC)CC.I[C:9]1[CH:10]=[C:11]([OH:15])[CH:12]=[CH:13][CH:14]=1.[CH3:16][Si:17]([C:20]#[CH:21])([CH3:19])[CH3:18].CCCCCC.CC(C)=O. (5) Given the product [Cl:50][C:47]1[CH:48]=[CH:49][C:44]([C:42]2[C:41]3[CH:51]=[C:52]([O:55][CH3:56])[CH:53]=[CH:54][C:40]=3[N:39]3[C:57]([CH3:60])=[N:58][N:59]=[C:38]3[C@H:37]([CH2:36][C:35]([NH:34][CH2:33][CH2:32][CH2:31][CH2:30][CH2:29][NH:28][C:4](=[O:6])[C:3]3[CH:7]=[CH:8][CH:9]=[C:10]([OH:11])[C:2]=3[OH:1])=[O:61])[N:43]=2)=[CH:45][CH:46]=1, predict the reactants needed to synthesize it. The reactants are: [OH:1][C:2]1[C:10]([OH:11])=[CH:9][CH:8]=[CH:7][C:3]=1[C:4]([OH:6])=O.[Si](Cl)(C)(C)C.CCN=C=NCCCN(C)C.[NH2:28][CH2:29][CH2:30][CH2:31][CH2:32][CH2:33][NH:34][C:35](=[O:61])[CH2:36][C@@H:37]1[N:43]=[C:42]([C:44]2[CH:49]=[CH:48][C:47]([Cl:50])=[CH:46][CH:45]=2)[C:41]2[CH:51]=[C:52]([O:55][CH3:56])[CH:53]=[CH:54][C:40]=2[N:39]2[C:57]([CH3:60])=[N:58][N:59]=[C:38]12. (6) Given the product [Br:1][C:2]1[CH:3]=[C:4]2[C:9](=[CH:10][C:11]=1[O:12][CH3:13])[N:8]=[CH:7][C:6]([C:14]([O:16][CH2:17][CH3:18])=[O:15])=[C:5]2[NH:23][C:22]1[CH:24]=[CH:25][CH:26]=[C:27]([Cl:28])[C:21]=1[Cl:20], predict the reactants needed to synthesize it. The reactants are: [Br:1][C:2]1[CH:3]=[C:4]2[C:9](=[CH:10][C:11]=1[O:12][CH3:13])[N:8]=[CH:7][C:6]([C:14]([O:16][CH2:17][CH3:18])=[O:15])=[C:5]2Cl.[Cl:20][C:21]1[C:27]([Cl:28])=[CH:26][CH:25]=[CH:24][C:22]=1[NH2:23].C(O)(=O)C.[OH-].[Na+]. (7) Given the product [Cl:1][C:2]1[CH:3]=[N:4][C:5]([N:24]2[CH2:25][CH:26]([N:28]([C:30]3[CH:35]=[CH:34][C:33]([F:36])=[CH:32][C:31]=3[CH3:37])[CH3:29])[CH2:27]2)=[C:6]([CH:23]=1)[C:7]([NH:9][C:10]1([C:13]2[CH:22]=[CH:21][C:16]([C:17]([OH:19])=[O:18])=[CH:15][CH:14]=2)[CH2:12][CH2:11]1)=[O:8], predict the reactants needed to synthesize it. The reactants are: [Cl:1][C:2]1[CH:3]=[N:4][C:5]([N:24]2[CH2:27][CH:26]([N:28]([C:30]3[CH:35]=[CH:34][C:33]([F:36])=[CH:32][C:31]=3[CH3:37])[CH3:29])[CH2:25]2)=[C:6]([CH:23]=1)[C:7]([NH:9][C:10]1([C:13]2[CH:22]=[CH:21][C:16]([C:17]([O:19]C)=[O:18])=[CH:15][CH:14]=2)[CH2:12][CH2:11]1)=[O:8].[OH-].[Na+].